From a dataset of Catalyst prediction with 721,799 reactions and 888 catalyst types from USPTO. Predict which catalyst facilitates the given reaction. The catalyst class is: 112. Product: [CH2:1]([N:8]1[CH2:13][CH2:14][C:15]2[C:20](=[CH:19][CH:18]=[CH:17][C:16]=2[Br:21])[C:9]1=[O:10])[C:2]1[CH:7]=[CH:6][CH:5]=[CH:4][CH:3]=1. Reactant: [CH2:1]([N:8]([CH2:13][CH2:14][C:15]1[CH:20]=[CH:19][CH:18]=[CH:17][C:16]=1[Br:21])[C:9](=O)[O:10]C)[C:2]1[CH:7]=[CH:6][CH:5]=[CH:4][CH:3]=1.FC(F)(F)S(OS(C(F)(F)F)(=O)=O)(=O)=O.[Cl-].[NH4+].